From a dataset of Forward reaction prediction with 1.9M reactions from USPTO patents (1976-2016). Predict the product of the given reaction. (1) Given the reactants Br[C:2]1[C:10]2[N:9]3[CH2:11][CH2:12][CH2:13][NH:14][C:15](=[O:16])[C:8]3=[CH:7][C:6]=2[CH:5]=[C:4]([C:17]#[N:18])[CH:3]=1.[N:19]1[CH:24]=[C:23](B(O)O)[CH:22]=[N:21][CH:20]=1, predict the reaction product. The product is: [O:16]=[C:15]1[C:8]2=[CH:7][C:6]3[CH:5]=[C:4]([C:17]#[N:18])[CH:3]=[C:2]([C:23]4[CH:24]=[N:19][CH:20]=[N:21][CH:22]=4)[C:10]=3[N:9]2[CH2:11][CH2:12][CH2:13][NH:14]1. (2) Given the reactants [Cl:1][C:2]1[CH:7]=[CH:6][CH:5]=[CH:4][C:3]=1[OH:8].Cl[C:10]1[C:15]([C:16]([O:18][CH2:19][CH3:20])=[O:17])=[CH:14][N:13]=[C:12]([C:21]2[CH:26]=[CH:25][C:24]([F:27])=[C:23]([O:28][CH3:29])[CH:22]=2)[N:11]=1.C(=O)([O-])[O-].[K+].[K+], predict the reaction product. The product is: [Cl:1][C:2]1[CH:7]=[CH:6][CH:5]=[CH:4][C:3]=1[O:8][C:14]1[C:15]([C:16]([O:18][CH2:19][CH3:20])=[O:17])=[CH:10][N:11]=[C:12]([C:21]2[CH:26]=[CH:25][C:24]([F:27])=[C:23]([O:28][CH3:29])[CH:22]=2)[N:13]=1.